Dataset: Forward reaction prediction with 1.9M reactions from USPTO patents (1976-2016). Task: Predict the product of the given reaction. (1) The product is: [CH3:1][O:2][CH2:3][CH2:4][C:5]1[N:6]([CH2:18][CH2:19][CH2:20][CH2:21][C:22]([OH:24])=[O:23])[C:7]2[C:16]3[CH:15]=[CH:14][CH:13]=[CH:12][C:11]=3[N:10]=[CH:9][C:8]=2[N:17]=1. Given the reactants [CH3:1][O:2][CH2:3][CH2:4][C:5]1[N:6]([CH2:18][CH2:19][CH2:20][CH2:21][C:22]([O:24]CC)=[O:23])[C:7]2[C:16]3[CH:15]=[CH:14][CH:13]=[CH:12][C:11]=3[N:10]=[CH:9][C:8]=2[N:17]=1.[OH-].[Na+], predict the reaction product. (2) Given the reactants C[O:2][C:3]1[C:21]([C:22]([F:25])([F:24])[F:23])=[CH:20][C:6]([C:7]([N:9]2[C:13]3[CH:14]=[CH:15][CH:16]=[CH:17][C:12]=3[S:11](=[O:19])(=[O:18])[CH2:10]2)=[O:8])=[CH:5][C:4]=1[S:26]([CH3:29])(=[O:28])=[O:27].[Cl-].[Li+].Cl, predict the reaction product. The product is: [OH:2][C:3]1[C:21]([C:22]([F:23])([F:24])[F:25])=[CH:20][C:6]([C:7]([N:9]2[C:13]3[CH:14]=[CH:15][CH:16]=[CH:17][C:12]=3[S:11](=[O:18])(=[O:19])[CH2:10]2)=[O:8])=[CH:5][C:4]=1[S:26]([CH3:29])(=[O:28])=[O:27]. (3) Given the reactants C([NH:9][C:10]([NH:12][C:13]1[C:18]([O:19][C:20]2[CH:25]=[CH:24][CH:23]=[CH:22][CH:21]=2)=[CH:17][C:16]([S:26][C:27]2[CH:32]=[CH:31][CH:30]=[CH:29][N:28]=2)=[CH:15][N:14]=1)=[S:11])(=O)C1C=CC=CC=1.C([O-])([O-])=O.[K+].[K+], predict the reaction product. The product is: [O:19]([C:18]1[C:13]([NH:12][C:10]([NH2:9])=[S:11])=[N:14][CH:15]=[C:16]([S:26][C:27]2[CH:32]=[CH:31][CH:30]=[CH:29][N:28]=2)[CH:17]=1)[C:20]1[CH:25]=[CH:24][CH:23]=[CH:22][CH:21]=1. (4) Given the reactants [NH4+:1].[OH-:2].[OH-].[Na+].O[C@@H:6]1[C@@H:11](Br)[CH2:10][CH2:9][C@H:8]([C:13]([N:15]([CH3:17])[CH3:16])=[O:14])[CH2:7]1, predict the reaction product. The product is: [NH2:1][C@H:6]1[C@H:11]([OH:2])[CH2:10][CH2:9][C@H:8]([C:13]([N:15]([CH3:17])[CH3:16])=[O:14])[CH2:7]1. (5) The product is: [Cl:6][C:7]1[CH:8]=[C:9]([CH:40]=[CH:41][C:42]=1[Cl:43])[CH2:10][C:11]1[C:12](=[O:39])[NH:13][C:14]([CH2:21][C:22]2[NH:26][C:25](=[O:38])[NH:24][N:23]=2)=[N:15][C:16]=1[C:17]([F:20])([F:18])[F:19]. Given the reactants S(=O)(=O)(O)O.[Cl:6][C:7]1[CH:8]=[C:9]([CH:40]=[CH:41][C:42]=1[Cl:43])[CH2:10][C:11]1[C:12](=[O:39])[NH:13][C:14]([CH2:21][C:22]2[N:26](CC3C=CC(OC)=CC=3OC)[C:25](=[O:38])[NH:24][N:23]=2)=[N:15][C:16]=1[C:17]([F:20])([F:19])[F:18], predict the reaction product. (6) Given the reactants [S:1]1[CH:5]=[CH:4][C:3]2[C:6](=O)[CH2:7][CH2:8][C:2]1=2.[N:10]([C:13]1[CH:18]=[CH:17][C:16]([C:19]([F:22])([F:21])[F:20])=[CH:15][CH:14]=1)=[C:11]=S.C[Si](C)(C)[Si](C)(C)C.[Li].O.[NH2:33][NH2:34], predict the reaction product. The product is: [S:1]1[CH:5]=[CH:4][C:3]2[C:6]3[NH:33][N:34]=[C:11]([NH:10][C:13]4[CH:18]=[CH:17][C:16]([C:19]([F:22])([F:21])[F:20])=[CH:15][CH:14]=4)[C:7]=3[CH2:8][C:2]1=2. (7) Given the reactants [F:1][C:2]1[CH:7]=[CH:6][C:5]([F:8])=[CH:4][C:3]=1[C:9]([CH3:20])([CH3:19])[CH2:10][C:11]([OH:18])([C:14]([F:17])([F:16])[F:15])[CH:12]=O.[NH:21]1[C:29]2[C:24](=[C:25]([NH2:30])[CH:26]=[CH:27][CH:28]=2)[CH:23]=[N:22]1, predict the reaction product. The product is: [F:1][C:2]1[CH:7]=[CH:6][C:5]([F:8])=[CH:4][C:3]=1[C:9]([CH3:20])([CH3:19])[CH2:10][C:11]([C:14]([F:17])([F:16])[F:15])([OH:18])[CH:12]=[N:30][C:25]1[CH:26]=[CH:27][CH:28]=[C:29]2[C:24]=1[CH:23]=[N:22][NH:21]2. (8) Given the reactants [C:1]([NH:5][C:6](=[O:26])[C:7]1[CH:12]=[CH:11][CH:10]=[C:9]([CH2:13][N:14]2[C:22]3[C:17](=[CH:18][C:19]([N+:23]([O-])=O)=[CH:20][CH:21]=3)[CH:16]=[CH:15]2)[CH:8]=1)([CH3:4])([CH3:3])[CH3:2], predict the reaction product. The product is: [NH2:23][C:19]1[CH:18]=[C:17]2[C:22](=[CH:21][CH:20]=1)[N:14]([CH2:13][C:9]1[CH:8]=[C:7]([CH:12]=[CH:11][CH:10]=1)[C:6]([NH:5][C:1]([CH3:2])([CH3:3])[CH3:4])=[O:26])[CH:15]=[CH:16]2. (9) Given the reactants [CH3:1][C:2]1[CH:20]=[C:19]([N+:21]([O-])=O)[CH:18]=[C:17]([CH3:24])[C:3]=1[O:4][C:5]1[CH:6]=[C:7]2[C:11](=[CH:12][CH:13]=1)[NH:10][N:9]=[C:8]2[CH:14]([CH3:16])[CH3:15], predict the reaction product. The product is: [NH2:21][C:19]1[CH:20]=[C:2]([CH3:1])[C:3]([O:4][C:5]2[CH:6]=[C:7]3[C:11](=[CH:12][CH:13]=2)[NH:10][N:9]=[C:8]3[CH:14]([CH3:15])[CH3:16])=[C:17]([CH3:24])[CH:18]=1. (10) Given the reactants C([NH:8][C:9]1[CH:10]=[C:11]([CH:24]=[CH:25][C:26]=1[Cl:27])[CH2:12][C:13]([CH3:23])([CH2:21][CH3:22])[C:14]([O:16][C:17]([CH3:20])([CH3:19])[CH3:18])=[O:15])C1C=CC=CC=1, predict the reaction product. The product is: [NH2:8][C:9]1[CH:10]=[C:11]([CH:24]=[CH:25][C:26]=1[Cl:27])[CH2:12][C:13]([CH3:23])([CH2:21][CH3:22])[C:14]([O:16][C:17]([CH3:19])([CH3:20])[CH3:18])=[O:15].